Dataset: Cav3 T-type calcium channel HTS with 100,875 compounds. Task: Binary Classification. Given a drug SMILES string, predict its activity (active/inactive) in a high-throughput screening assay against a specified biological target. The drug is [nH]1nc(N)c(c1c1ccccc1)c1ccccc1. The result is 0 (inactive).